This data is from Forward reaction prediction with 1.9M reactions from USPTO patents (1976-2016). The task is: Predict the product of the given reaction. Given the reactants [H-].[Na+].Cl[CH2:4][C:5]([NH:7][C@H:8]1[CH2:13][CH2:12][N:11]([C:14]([O:16][CH2:17][C:18]2[CH:23]=[CH:22][CH:21]=[CH:20][CH:19]=2)=[O:15])[CH2:10][C@@H:9]1[OH:24])=[O:6].[Cl-].[NH4+], predict the reaction product. The product is: [O:6]=[C:5]1[CH2:4][O:24][C@H:9]2[CH2:10][N:11]([C:14]([O:16][CH2:17][C:18]3[CH:23]=[CH:22][CH:21]=[CH:20][CH:19]=3)=[O:15])[CH2:12][CH2:13][C@@H:8]2[NH:7]1.